Dataset: Forward reaction prediction with 1.9M reactions from USPTO patents (1976-2016). Task: Predict the product of the given reaction. (1) Given the reactants O=C1CCC(=O)N1OC([C:11]1[C:15]2[CH2:16][C:17](=[O:19])[CH2:18][C:14]=2[N:13]([S:20]([C:23]2[CH:28]=[CH:27][C:26]([CH3:29])=[CH:25][CH:24]=2)(=[O:22])=[O:21])[N:12]=1)=O.[NH4+:30].[OH-].[O:32]1[CH2:37]COCC1, predict the reaction product. The product is: [O:19]=[C:17]1[CH2:16][C:15]2[C:11]([C:37]([NH2:30])=[O:32])=[N:12][N:13]([S:20]([C:23]3[CH:24]=[CH:25][C:26]([CH3:29])=[CH:27][CH:28]=3)(=[O:22])=[O:21])[C:14]=2[CH2:18]1. (2) Given the reactants [F:1][C:2]1[CH:3]=[C:4]([NH2:12])[C:5](=[CH:9][C:10]=1[F:11])[C:6]([OH:8])=[O:7].C(O)(=O)C.C(O[Cl:22])(C)(C)C, predict the reaction product. The product is: [Cl:22][C:3]1[C:2]([F:1])=[C:10]([F:11])[CH:9]=[C:5]([C:6]([OH:8])=[O:7])[C:4]=1[NH2:12]. (3) Given the reactants [CH3:1][O:2][C:3]1[CH:4]=[C:5]([NH2:10])[C:6]([NH2:9])=[CH:7][CH:8]=1.[CH3:11][O:12][C:13](=[O:22])[C:14]1[CH:19]=[CH:18][C:17]([CH:20]=O)=[CH:16][CH:15]=1.S(=O)(O)[O-].[Na+], predict the reaction product. The product is: [CH3:11][O:12][C:13](=[O:22])[C:14]1[CH:19]=[CH:18][C:17]([C:20]2[NH:10][C:5]3[CH:4]=[C:3]([O:2][CH3:1])[CH:8]=[CH:7][C:6]=3[N:9]=2)=[CH:16][CH:15]=1. (4) Given the reactants [CH:1]1([NH:4][C:5]([NH:7][C:8]2[CH:29]=[CH:28][C:11]([O:12][C:13]3[C:22]4[C:17](=[CH:18][C:19]([O:26][CH3:27])=[C:20]([C:23]([OH:25])=O)[CH:21]=4)[N:16]=[CH:15][CH:14]=3)=[CH:10][C:9]=2[CH3:30])=[O:6])[CH2:3][CH2:2]1.Cl.[CH3:32][O:33][NH2:34], predict the reaction product. The product is: [CH3:32][O:33][NH:34][C:23]([C:20]1[CH:21]=[C:22]2[C:17](=[CH:18][C:19]=1[O:26][CH3:27])[N:16]=[CH:15][CH:14]=[C:13]2[O:12][C:11]1[CH:28]=[CH:29][C:8]([NH:7][C:5]([NH:4][CH:1]2[CH2:3][CH2:2]2)=[O:6])=[C:9]([CH3:30])[CH:10]=1)=[O:25]. (5) Given the reactants FC(F)(F)C(O)=O.C([O:12][C:13](=[O:24])[CH2:14][N:15]1[CH:19]=[C:18]([C:20]([F:23])([F:22])[F:21])[CH:17]=[N:16]1)(C)(C)C, predict the reaction product. The product is: [F:22][C:20]([F:21])([F:23])[C:18]1[CH:17]=[N:16][N:15]([CH2:14][C:13]([OH:24])=[O:12])[CH:19]=1. (6) The product is: [F:9][C:10]([F:28])([F:27])[C:11]1[CH:12]=[C:13]([CH:24]=[CH:25][CH:26]=1)[CH2:14][N:15]1[CH2:19][CH:18]2/[C:20](=[N:2]/[OH:3])/[CH2:21][CH2:22][CH:17]2[CH2:16]1. Given the reactants Cl.[NH2:2][OH:3].C([O-])(=O)C.[Na+].[F:9][C:10]([F:28])([F:27])[C:11]1[CH:12]=[C:13]([CH:24]=[CH:25][CH:26]=1)[CH2:14][N:15]1[CH2:19][CH:18]2[C:20](=O)[CH2:21][CH2:22][CH:17]2[CH2:16]1, predict the reaction product. (7) Given the reactants [F:1][C:2]1[CH:7]=[CH:6][C:5]([CH2:8][C:9]#[N:10])=[CH:4][CH:3]=1.Cl[C:12]1[CH:17]=[CH:16][C:15]([Cl:18])=[CH:14][N:13]=1.CC1C=CC(S([O-])=O)=CC=1.[Na+].[H-].[Na+], predict the reaction product. The product is: [Cl:18][C:15]1[CH:16]=[CH:17][C:12]([CH:8]([C:9]#[N:10])[C:5]2[CH:6]=[CH:7][C:2]([F:1])=[CH:3][CH:4]=2)=[N:13][CH:14]=1. (8) Given the reactants C(O[C:4](=O)[N:5]([CH2:7][C:8]1[C:9]([CH:24]2[CH2:26][CH2:25]2)=[N:10][C:11]([C:14]2[CH:19]=[CH:18][C:17]([C:20]([F:23])([F:22])[F:21])=[CH:16][CH:15]=2)=[N:12][CH:13]=1)C)C.[OH-].[K+].O.NN.CCOC(C)=O, predict the reaction product. The product is: [CH:24]1([C:9]2[C:8]([CH2:7][NH:5][CH3:4])=[CH:13][N:12]=[C:11]([C:14]3[CH:15]=[CH:16][C:17]([C:20]([F:22])([F:23])[F:21])=[CH:18][CH:19]=3)[N:10]=2)[CH2:26][CH2:25]1.